This data is from Reaction yield outcomes from USPTO patents with 853,638 reactions. The task is: Predict the reaction yield, written as a fraction of the theoretical maximum amount of product (1.0 means a 100% yield; for example, 0.34 means a 34% yield). The reactants are [NH2:1][CH2:2][CH2:3][NH:4][C:5](=[O:11])[O:6][C:7]([CH3:10])([CH3:9])[CH3:8].[N:12]1[C:21]2[C:20](=O)[CH2:19][CH2:18][CH2:17][C:16]=2[CH:15]=[CH:14][CH:13]=1.C(O)(=O)C.C(O[BH-](OC(=O)C)OC(=O)C)(=O)C.[Na+].C(=O)([O-])[O-].[Na+].[Na+]. The catalyst is ClCCCl. The product is [N:12]1[C:21]2[CH:20]([NH:1][CH2:2][CH2:3][NH:4][C:5](=[O:11])[O:6][C:7]([CH3:8])([CH3:10])[CH3:9])[CH2:19][CH2:18][CH2:17][C:16]=2[CH:15]=[CH:14][CH:13]=1. The yield is 0.810.